This data is from Reaction yield outcomes from USPTO patents with 853,638 reactions. The task is: Predict the reaction yield, written as a fraction of the theoretical maximum amount of product (1.0 means a 100% yield; for example, 0.34 means a 34% yield). (1) The reactants are [Cl:1][C:2]1[CH:3]=[C:4]2[C:8](=[CH:9][CH:10]=1)[N:7]([C:11]1[N:15]([CH3:16])[N:14]=[C:13]([CH3:17])[C:12]=1[CH:18]=O)[CH:6]=[CH:5]2.[S:20]1[CH2:24][C:23](=[O:25])[NH:22][C:21]1=[O:26].N1CCCCC1.Cl. The catalyst is C(O)C. The product is [Cl:1][C:2]1[CH:3]=[C:4]2[C:8](=[CH:9][CH:10]=1)[N:7]([C:11]1[N:15]([CH3:16])[N:14]=[C:13]([CH3:17])[C:12]=1/[CH:18]=[C:24]1/[C:23](=[O:25])[NH:22][C:21](=[O:26])[S:20]/1)[CH:6]=[CH:5]2. The yield is 0.280. (2) The reactants are [CH3:1][NH:2][CH2:3][CH2:4][CH:5]([O:12][C:13]1[CH:14]=[CH:15][C:16]([C:19]([F:22])([F:21])[F:20])=[CH:17][CH:18]=1)[C:6]1[CH:7]=[CH:8][CH:9]=[CH:10][CH:11]=1.[ClH:23].[C:24]([OH:31])(=[O:30])[CH2:25][CH2:26][C:27]([OH:29])=[O:28]. The catalyst is C(#N)C. The product is [CH3:1][NH:2][CH2:3][CH2:4][CH:5]([O:12][C:13]1[CH:18]=[CH:17][C:16]([C:19]([F:20])([F:22])[F:21])=[CH:15][CH:14]=1)[C:6]1[CH:7]=[CH:8][CH:9]=[CH:10][CH:11]=1.[ClH:23].[C:24]([OH:31])(=[O:30])[CH2:25][CH2:26][C:27]([OH:29])=[O:28]. The yield is 0.920. (3) The reactants are C1(C)C=CC=CC=1.C(=O)([O-])O.[Na+].I[C:14]1[C:19]([O:20][C:21]2[C:30]3[C:25](=[CH:26][C:27]([O:33][CH3:34])=[C:28]([O:31][CH3:32])[CH:29]=3)[N:24]=[CH:23][CH:22]=2)=[CH:18][CH:17]=[C:16]([CH3:35])[N:15]=1.[OH:36][C:37]1[CH:42]=[CH:41][CH:40]=[CH:39][C:38]=1B(O)O. The catalyst is O. The product is [CH3:32][O:31][C:28]1[CH:29]=[C:30]2[C:25](=[CH:26][C:27]=1[O:33][CH3:34])[N:24]=[CH:23][CH:22]=[C:21]2[O:20][C:19]1[C:14]([C:38]2[CH:39]=[CH:40][CH:41]=[CH:42][C:37]=2[OH:36])=[N:15][C:16]([CH3:35])=[CH:17][CH:18]=1. The yield is 0.930. (4) The reactants are [CH3:1][O:2][C:3](=[O:29])/[CH:4]=[CH:5]/[C:6]1[CH:7]=[CH:8][C:9]2[O:26][C:13]3([CH2:18][CH2:17][N:16]([C:19]([O:21][C:22]([CH3:25])([CH3:24])[CH3:23])=[O:20])[CH2:15][CH2:14]3)[NH:12][C:11](=[O:27])[C:10]=2[CH:28]=1.[H-].[Na+].[CH2:32](Br)[C:33]1[CH:38]=[CH:37][CH:36]=[CH:35][CH:34]=1.[NH4+].[Cl-]. The catalyst is CN(C=O)C.O. The product is [CH3:1][O:2][C:3](=[O:29])/[CH:4]=[CH:5]/[C:6]1[CH:7]=[CH:8][C:9]2[O:26][C:13]3([CH2:18][CH2:17][N:16]([C:19]([O:21][C:22]([CH3:24])([CH3:25])[CH3:23])=[O:20])[CH2:15][CH2:14]3)[N:12]([CH2:32][C:33]3[CH:38]=[CH:37][CH:36]=[CH:35][CH:34]=3)[C:11](=[O:27])[C:10]=2[CH:28]=1. The yield is 0.590. (5) The reactants are [I:1]Cl.[Cl:3][C:4]1[CH:9]=[C:8]([C:10]([F:13])([F:12])[F:11])[CH:7]=[CH:6][C:5]=1[NH2:14].[OH-].[Na+]. The catalyst is Cl.O. The product is [Cl:3][C:4]1[CH:9]=[C:8]([C:10]([F:12])([F:13])[F:11])[CH:7]=[C:6]([I:1])[C:5]=1[NH2:14]. The yield is 0.970. (6) The reactants are Br[C:2]1[CH:11]=[C:10]2[C:5]([CH:6]=[C:7]([NH:12][C:13]([CH:15]3[CH2:17][CH2:16]3)=[O:14])[N:8]=[CH:9]2)=[CH:4][CH:3]=1.O1CCOCC1.C([Sn](CCCC)(CCCC)[C:29]1[CH:34]=[N:33][CH:32]=[CH:31][N:30]=1)CCC. The catalyst is C1C=CC([P]([Pd]([P](C2C=CC=CC=2)(C2C=CC=CC=2)C2C=CC=CC=2)([P](C2C=CC=CC=2)(C2C=CC=CC=2)C2C=CC=CC=2)[P](C2C=CC=CC=2)(C2C=CC=CC=2)C2C=CC=CC=2)(C2C=CC=CC=2)C2C=CC=CC=2)=CC=1.C(OCC)(=O)C. The product is [N:30]1[CH:31]=[CH:32][N:33]=[CH:34][C:29]=1[C:2]1[CH:11]=[C:10]2[C:5]([CH:6]=[C:7]([NH:12][C:13]([CH:15]3[CH2:17][CH2:16]3)=[O:14])[N:8]=[CH:9]2)=[CH:4][CH:3]=1. The yield is 0.550. (7) The product is [C:18]([O:17][C:15]([NH:14][C@H:5]([CH2:6][C:7]1[CH:12]=[CH:11][CH:10]=[C:9]([F:13])[CH:8]=1)[C@H:4]([OH:22])[C:3]([OH:27])=[O:2])=[O:16])([CH3:21])([CH3:19])[CH3:20]. The yield is 0.940. The catalyst is O1CCOCC1. The reactants are C[O:2][C:3](=[O:27])[C@@H:4]([O:22]C(=O)CCl)[C@H:5]([NH:14][C:15]([O:17][C:18]([CH3:21])([CH3:20])[CH3:19])=[O:16])[CH2:6][C:7]1[CH:12]=[CH:11][CH:10]=[C:9]([F:13])[CH:8]=1.[OH-].[Na+].CO.